This data is from Full USPTO retrosynthesis dataset with 1.9M reactions from patents (1976-2016). The task is: Predict the reactants needed to synthesize the given product. Given the product [CH2:14]([C:5]1[C:6]2[C:11](=[CH:10][CH:9]=[CH:8][CH:7]=2)[CH:12]=[CH:13][C:4]=1[OH:3])[CH3:15], predict the reactants needed to synthesize it. The reactants are: O.Cl.[OH:3][C:4]1[CH:13]=[CH:12][C:11]2[C:6](=[CH:7][CH:8]=[CH:9][CH:10]=2)[C:5]=1[C:14](=O)[CH3:15].